From a dataset of Forward reaction prediction with 1.9M reactions from USPTO patents (1976-2016). Predict the product of the given reaction. (1) The product is: [CH2:34]([O:36][C:37](=[O:54])[CH2:38][C:39]1[CH:44]=[C:43]([C:13]2[CH:14]=[CH:15][C:16]([C:18]([F:20])([F:19])[F:21])=[CH:17][C:12]=2[CH2:11][N:10]([C:9]([O:8][CH2:1][C:2]2[CH:7]=[CH:6][CH:5]=[CH:4][CH:3]=2)=[O:33])[CH2:31][CH3:32])[CH:42]=[C:41]([Cl:53])[CH:40]=1)[CH3:35]. Given the reactants [CH2:1]([O:8][C:9](=[O:33])[N:10]([CH2:31][CH3:32])[CH2:11][C:12]1[CH:17]=[C:16]([C:18]([F:21])([F:20])[F:19])[CH:15]=[CH:14][C:13]=1B1OC(C)(C)C(C)(C)O1)[C:2]1[CH:7]=[CH:6][CH:5]=[CH:4][CH:3]=1.[CH2:34]([O:36][C:37](=[O:54])[CH2:38][C:39]1[CH:44]=[C:43](OS(C(F)(F)F)(=O)=O)[CH:42]=[C:41]([Cl:53])[CH:40]=1)[CH3:35], predict the reaction product. (2) Given the reactants S(=O)(=O)(O)O.COC(=O)[NH:9][CH2:10][C@H:11]([CH2:16][C:17](=[O:27])N[C@H](C1C=CC=CC=1)C)[CH2:12][CH:13]([CH3:15])[CH3:14].[OH-:29].[Na+], predict the reaction product. The product is: [CH3:15][CH:13]([CH2:12][C@H:11]([CH2:10][NH2:9])[CH2:16][C:17]([OH:27])=[O:29])[CH3:14]. (3) Given the reactants [Cl:1][C:2]1[S:6][C:5]([C:7]([NH:9][CH2:10][C:11]2[N:12]=[N:13][N:14]([C:16]3[CH:21]=[CH:20][C:19]([N:22]4[CH:27]=[CH:26][CH:25]=[CH:24][C:23]4=[O:28])=[CH:18][C:17]=3[N:29]3[CH2:34][CH2:33][S:32][CH2:31][CH2:30]3)[CH:15]=2)=[O:8])=[CH:4][CH:3]=1.[OH:35]OS([O-])=O.[K+], predict the reaction product. The product is: [Cl:1][C:2]1[S:6][C:5]([C:7]([NH:9][CH2:10][C:11]2[N:12]=[N:13][N:14]([C:16]3[CH:21]=[CH:20][C:19]([N:22]4[CH:27]=[CH:26][CH:25]=[CH:24][C:23]4=[O:28])=[CH:18][C:17]=3[N:29]3[CH2:34][CH2:33][S:32](=[O:35])[CH2:31][CH2:30]3)[CH:15]=2)=[O:8])=[CH:4][CH:3]=1.